From a dataset of Peptide-MHC class II binding affinity with 134,281 pairs from IEDB. Regression. Given a peptide amino acid sequence and an MHC pseudo amino acid sequence, predict their binding affinity value. This is MHC class II binding data. The peptide sequence is ASSDITAQLSQLISL. The MHC is DRB1_0301 with pseudo-sequence DRB1_0301. The binding affinity (normalized) is 0.105.